Dataset: Reaction yield outcomes from USPTO patents with 853,638 reactions. Task: Predict the reaction yield, written as a fraction of the theoretical maximum amount of product (1.0 means a 100% yield; for example, 0.34 means a 34% yield). The reactants are [CH3:1][N:2]([CH3:19])[C:3]1[CH:8]=[CH:7][N:6]2[CH:9]=[C:10]([C:12]3[CH:17]=[CH:16][C:15]([OH:18])=[CH:14][CH:13]=3)[N:11]=[C:5]2[CH:4]=1.Br[CH2:21][CH2:22][F:23].C(=O)([O-])[O-].[Cs+].[Cs+]. The catalyst is CN(C=O)C. The product is [F:23][CH2:22][CH2:21][O:18][C:15]1[CH:16]=[CH:17][C:12]([C:10]2[N:11]=[C:5]3[CH:4]=[C:3]([N:2]([CH3:19])[CH3:1])[CH:8]=[CH:7][N:6]3[CH:9]=2)=[CH:13][CH:14]=1. The yield is 0.530.